This data is from Catalyst prediction with 721,799 reactions and 888 catalyst types from USPTO. The task is: Predict which catalyst facilitates the given reaction. (1) Reactant: [CH3:1][N:2]1[C:10]2[C:5](=[CH:6][C:7]([C:11]([F:14])([F:13])[F:12])=[CH:8][CH:9]=2)[C:4]([C:15](=O)[CH3:16])=[CH:3]1.Cl.[NH2:19][OH:20].C(N(CC)CC)C. Product: [OH:20][N:19]=[C:15]([C:4]1[C:5]2[C:10](=[CH:9][CH:8]=[C:7]([C:11]([F:14])([F:13])[F:12])[CH:6]=2)[N:2]([CH3:1])[CH:3]=1)[CH3:16]. The catalyst class is: 8. (2) Reactant: Cl[C:2]1[N:7]2[N:8]=[CH:9][CH:10]=[C:6]2[N:5]=[C:4]([S:11][CH3:12])[N:3]=1.[CH2:13]([NH:16][CH2:17][CH2:18][CH3:19])[CH2:14][CH3:15]. Product: [CH3:12][S:11][C:4]1[N:3]=[C:2]([N:16]([CH2:17][CH2:18][CH3:19])[CH2:13][CH2:14][CH3:15])[N:7]2[N:8]=[CH:9][CH:10]=[C:6]2[N:5]=1. The catalyst class is: 66. (3) Reactant: Cl.[C:2](Cl)(=[O:9])[C:3]1[CH:8]=[CH:7][N:6]=[CH:5][CH:4]=1.[S-:11][C:12]#[N:13].[K+].[N:15]1([C:23]2[CH:29]=[CH:28][C:27]([C:30]([F:33])([F:32])[F:31])=[CH:26][C:24]=2[NH2:25])[CH2:22][CH2:21][CH2:20][CH2:19][CH2:18][CH2:17][CH2:16]1.C(N(CC)CC)C. Product: [C:2]([NH:13][C:12]([NH:25][C:24]1[CH:26]=[C:27]([C:30]([F:31])([F:32])[F:33])[CH:28]=[CH:29][C:23]=1[N:15]1[CH2:22][CH2:21][CH2:20][CH2:19][CH2:18][CH2:17][CH2:16]1)=[S:11])(=[O:9])[C:3]1[CH:8]=[CH:7][N:6]=[CH:5][CH:4]=1. The catalyst class is: 192. (4) Reactant: [C:1]([C:3]1[C:4]2[S:15][C:14]([CH3:16])=[CH:13][C:5]=2[NH:6][C:7]=1[C:8]([O:10]CC)=[O:9])#[N:2].O.[OH-].[Li+]. Product: [C:1]([C:3]1[C:4]2[S:15][C:14]([CH3:16])=[CH:13][C:5]=2[NH:6][C:7]=1[C:8]([OH:10])=[O:9])#[N:2]. The catalyst class is: 738. (5) Reactant: [N:1]1[CH:6]=[CH:5][CH:4]=[C:3]([C:7]2[CH:16]=[N:15][C:14]([NH2:17])=[C:13]3[C:8]=2[CH:9]=[CH:10][CH:11]=[N:12]3)[CH:2]=1.Br[C:19]1[CH:24]=[CH:23][CH:22]=[C:21]([CH3:25])[N:20]=1.C1(P(C2C=CC=CC=2)C2C3OC4C(=CC=CC=4P(C4C=CC=CC=4)C4C=CC=CC=4)C(C)(C)C=3C=CC=2)C=CC=CC=1.C(=O)([O-])[O-].[Cs+].[Cs+]. Product: [CH3:25][C:21]1[N:20]=[C:19]([NH:17][C:14]2[N:15]=[CH:16][C:7]([C:3]3[CH:2]=[N:1][CH:6]=[CH:5][CH:4]=3)=[C:8]3[C:13]=2[N:12]=[CH:11][CH:10]=[CH:9]3)[CH:24]=[CH:23][CH:22]=1. The catalyst class is: 12.